From a dataset of Full USPTO retrosynthesis dataset with 1.9M reactions from patents (1976-2016). Predict the reactants needed to synthesize the given product. (1) Given the product [CH3:1][O:2][C:3](=[O:12])[C:4]1[CH:5]=[C:6]([CH3:11])[C:7]([Br:10])=[C:8]([N+:13]([O-:15])=[O:14])[CH:9]=1, predict the reactants needed to synthesize it. The reactants are: [CH3:1][O:2][C:3](=[O:12])[C:4]1[CH:9]=[CH:8][C:7]([Br:10])=[C:6]([CH3:11])[CH:5]=1.[N+:13]([O-])([O-:15])=[O:14].[K+].CCOC(C)=O. (2) Given the product [F:34][C:35]([F:41])([F:40])[CH2:36][CH2:37]/[CH:38]=[C:4](/[NH:5][C:6]([O:8][CH2:9][C:10]1[CH:11]=[CH:12][CH:13]=[CH:14][CH:15]=1)=[O:7])\[C:3]([O:2][CH3:1])=[O:22], predict the reactants needed to synthesize it. The reactants are: [CH3:1][O:2][C:3](=[O:22])[CH:4](P(OC)(OC)=O)[NH:5][C:6]([O:8][CH2:9][C:10]1[CH:15]=[CH:14][CH:13]=[CH:12][CH:11]=1)=[O:7].C1CCN2C(=NCCC2)CC1.[F:34][C:35]([F:41])([F:40])[CH2:36][CH2:37][CH:38]=O.